This data is from Merck oncology drug combination screen with 23,052 pairs across 39 cell lines. The task is: Regression. Given two drug SMILES strings and cell line genomic features, predict the synergy score measuring deviation from expected non-interaction effect. (1) Drug 1: CC1CC2C3CCC4=CC(=O)C=CC4(C)C3(F)C(O)CC2(C)C1(O)C(=O)CO. Drug 2: CCN(CC)CCNC(=O)c1c(C)[nH]c(C=C2C(=O)Nc3ccc(F)cc32)c1C. Cell line: RKO. Synergy scores: synergy=5.35. (2) Drug 1: O=S1(=O)NC2(CN1CC(F)(F)F)C1CCC2Cc2cc(C=CCN3CCC(C(F)(F)F)CC3)ccc2C1. Drug 2: CC1CC2C3CCC4=CC(=O)C=CC4(C)C3(F)C(O)CC2(C)C1(O)C(=O)CO. Cell line: UWB1289BRCA1. Synergy scores: synergy=0.170.